Dataset: Reaction yield outcomes from USPTO patents with 853,638 reactions. Task: Predict the reaction yield, written as a fraction of the theoretical maximum amount of product (1.0 means a 100% yield; for example, 0.34 means a 34% yield). (1) The reactants are N1CCCN2CCCCCC=12.[CH:12]1([NH:15][C:16]([C:19]2[CH:24]=[CH:23][C:22]([CH3:25])=[C:21]([I:26])[C:20]=2F)=[N:17][OH:18])[CH2:14][CH2:13]1. The catalyst is O1CCCC1. The product is [CH:12]1([NH:15][C:16]2[C:19]3[CH:24]=[CH:23][C:22]([CH3:25])=[C:21]([I:26])[C:20]=3[O:18][N:17]=2)[CH2:14][CH2:13]1. The yield is 0.570. (2) The reactants are [N:1]1([C:7]2[N:12]=[CH:11][N:10]([CH2:13][N:14]3[CH:18]=[CH:17][C:16]([C:19]([F:22])([F:21])[F:20])=[N:15]3)[C:9](=[O:23])[N:8]=2)[CH2:6][CH2:5][NH:4][CH2:3][CH2:2]1.Br[C:25]1[CH:30]=[CH:29][CH:28]=[C:27]([O:31][CH3:32])[CH:26]=1.C1(P(C2CCCCC2)C2C=CC=CC=2C2C(C(C)C)=CC(C(C)C)=CC=2C(C)C)CCCCC1.C(=O)([O-])[O-].[Cs+].[Cs+]. The catalyst is C1C=CC(/C=C/C(/C=C/C2C=CC=CC=2)=O)=CC=1.C1C=CC(/C=C/C(/C=C/C2C=CC=CC=2)=O)=CC=1.C1C=CC(/C=C/C(/C=C/C2C=CC=CC=2)=O)=CC=1.[Pd].[Pd].C(OCC)(=O)C.O.O1CCOCC1. The product is [CH3:32][O:31][C:27]1[CH:26]=[C:25]([N:4]2[CH2:5][CH2:6][N:1]([C:7]3[N:12]=[CH:11][N:10]([CH2:13][N:14]4[CH:18]=[CH:17][C:16]([C:19]([F:20])([F:21])[F:22])=[N:15]4)[C:9](=[O:23])[N:8]=3)[CH2:2][CH2:3]2)[CH:30]=[CH:29][CH:28]=1. The yield is 0.320. (3) The reactants are [N+:1]([C:4]1[CH:5]=[CH:6][CH:7]=[C:8]2[C:12]=1[C:11](=[O:13])[N:10]([O:14][CH3:15])[CH2:9]2)([O-])=O. The catalyst is C(O)C.[Pd]. The product is [NH2:1][C:4]1[CH:5]=[CH:6][CH:7]=[C:8]2[C:12]=1[C:11](=[O:13])[N:10]([O:14][CH3:15])[CH2:9]2. The yield is 0.850. (4) The reactants are [CH3:1][C:2]1[CH:19]=[C:18]([CH2:20][N:21]2[CH2:26][CH2:25][N:24]([CH3:27])[CH2:23][CH2:22]2)[CH:17]=[CH:16][C:3]=1[O:4][CH:5]1[CH2:8][N:7](C(OC(C)(C)C)=O)[CH2:6]1.C(O)(C(F)(F)F)=O. The catalyst is C(Cl)Cl. The product is [NH:7]1[CH2:6][CH:5]([O:4][C:3]2[CH:16]=[CH:17][C:18]([CH2:20][N:21]3[CH2:22][CH2:23][N:24]([CH3:27])[CH2:25][CH2:26]3)=[CH:19][C:2]=2[CH3:1])[CH2:8]1. The yield is 0.900. (5) The reactants are [CH2:1]([O:4][C:5]1[CH:6]=[C:7]([CH:11]=[CH:12][CH:13]=1)[C:8]([OH:10])=O)[CH:2]=[CH2:3].[NH:14]1[CH2:19][CH2:18][CH:17]([C:20]2[CH:21]=[C:22]([CH:32]=[CH:33][CH:34]=2)[CH2:23][NH:24][C:25](=[O:31])[O:26][C:27]([CH3:30])([CH3:29])[CH3:28])[CH2:16][CH2:15]1.CCN=C=NCCCN(C)C.C1C=CC2N(O)N=NC=2C=1.CCN(C(C)C)C(C)C. The yield is 0.740. The product is [CH2:1]([O:4][C:5]1[CH:6]=[C:7]([CH:11]=[CH:12][CH:13]=1)[C:8]([N:14]1[CH2:19][CH2:18][CH:17]([C:20]2[CH:21]=[C:22]([CH:32]=[CH:33][CH:34]=2)[CH2:23][NH:24][C:25](=[O:31])[O:26][C:27]([CH3:30])([CH3:28])[CH3:29])[CH2:16][CH2:15]1)=[O:10])[CH:2]=[CH2:3]. The catalyst is C(Cl)Cl.CCCCCC.C(OCC)(=O)C.